From a dataset of Catalyst prediction with 721,799 reactions and 888 catalyst types from USPTO. Predict which catalyst facilitates the given reaction. Reactant: [CH2:1]([N:8]1[C:13](=[O:14])[C:12]2[S:15][CH:16]=[CH:17][C:11]=2[N:10]=[C:9]1[CH2:18][CH2:19][CH3:20])[C:2]1[CH:7]=[CH:6][CH:5]=[CH:4][CH:3]=1.[Br:21]Br. Product: [CH2:1]([N:8]1[C:13](=[O:14])[C:12]2[S:15][CH:16]=[CH:17][C:11]=2[N:10]=[C:9]1[CH:18]([Br:21])[CH2:19][CH3:20])[C:2]1[CH:3]=[CH:4][CH:5]=[CH:6][CH:7]=1. The catalyst class is: 52.